Dataset: Full USPTO retrosynthesis dataset with 1.9M reactions from patents (1976-2016). Task: Predict the reactants needed to synthesize the given product. (1) Given the product [F:1][C:2]1[CH:7]=[C:6]([F:8])[CH:5]=[CH:4][C:3]=1[C:9]1[CH:21]=[CH:20][C:12]([C:13]([OH:15])=[O:14])=[C:11]([NH:22][C:23](=[O:31])[C:24]2[CH:29]=[CH:28][C:27]([F:30])=[CH:26][CH:25]=2)[CH:10]=1, predict the reactants needed to synthesize it. The reactants are: [F:1][C:2]1[CH:7]=[C:6]([F:8])[CH:5]=[CH:4][C:3]=1[C:9]1[CH:21]=[CH:20][C:12]([C:13]([O:15]C(C)(C)C)=[O:14])=[C:11]([NH:22][C:23](=[O:31])[C:24]2[CH:29]=[CH:28][C:27]([F:30])=[CH:26][CH:25]=2)[CH:10]=1. (2) Given the product [C:1]([O:5][C:6](=[O:7])[NH:8][C:9]1[CH:10]=[CH:11][C:12]([S:15][C:16]2[CH:24]=[CH:23][C:19]([C:20](=[O:22])[NH:47][CH2:46][CH2:45][C:41]3[CH:40]=[C:39]([CH3:48])[CH:44]=[CH:43][CH:42]=3)=[CH:18][C:17]=2[NH:25][C:26]2[C:27]3[CH:35]=[CH:34][C:33]([CH:36]([CH3:37])[CH3:38])=[N:32][C:28]=3[N:29]=[CH:30][N:31]=2)=[CH:13][CH:14]=1)([CH3:2])([CH3:3])[CH3:4], predict the reactants needed to synthesize it. The reactants are: [C:1]([O:5][C:6]([NH:8][C:9]1[CH:14]=[CH:13][C:12]([S:15][C:16]2[CH:24]=[CH:23][C:19]([C:20]([OH:22])=O)=[CH:18][C:17]=2[NH:25][C:26]2[C:27]3[CH:35]=[CH:34][C:33]([CH:36]([CH3:38])[CH3:37])=[N:32][C:28]=3[N:29]=[CH:30][N:31]=2)=[CH:11][CH:10]=1)=[O:7])([CH3:4])([CH3:3])[CH3:2].[C:39]1([CH3:48])[CH:44]=[CH:43][CH:42]=[C:41]([CH2:45][CH2:46][NH2:47])[CH:40]=1.